Dataset: Reaction yield outcomes from USPTO patents with 853,638 reactions. Task: Predict the reaction yield, written as a fraction of the theoretical maximum amount of product (1.0 means a 100% yield; for example, 0.34 means a 34% yield). The reactants are CC(OC(/N=N/C(OC(C)C)=O)=O)C.[C:15]([O:19][C:20]([NH:22][C@H:23]([C:26]1[CH:31]=[CH:30][C:29]([O:32][CH2:33][C:34]2[CH:39]=[CH:38][CH:37]=[CH:36][CH:35]=2)=[CH:28][CH:27]=1)[CH2:24][OH:25])=[O:21])([CH3:18])([CH3:17])[CH3:16].[CH2:40]([O:47][C:48]1[CH:49]=[CH:50][C:51]([Br:55])=[C:52](O)[CH:53]=1)[C:41]1[CH:46]=[CH:45][CH:44]=[CH:43][CH:42]=1.C1(P(C2C=CC=CC=2)C2C=CC=CC=2)C=CC=CC=1. The catalyst is O1CCCC1.O. The product is [C:15]([O:19][C:20]([NH:22][C@H:23]([C:26]1[CH:27]=[CH:28][C:29]([O:32][CH2:33][C:34]2[CH:35]=[CH:36][CH:37]=[CH:38][CH:39]=2)=[CH:30][CH:31]=1)[CH2:24][O:25][C:50]1[CH:49]=[C:48]([O:47][CH2:40][C:41]2[CH:46]=[CH:45][CH:44]=[CH:43][CH:42]=2)[CH:53]=[CH:52][C:51]=1[Br:55])=[O:21])([CH3:18])([CH3:16])[CH3:17]. The yield is 0.750.